From a dataset of Forward reaction prediction with 1.9M reactions from USPTO patents (1976-2016). Predict the product of the given reaction. (1) Given the reactants CN(C)C=O.Cl[C:7]1[CH:12]=[C:11]([O:13][CH2:14][C:15]#[C:16][CH3:17])[N:10]=[CH:9][N:8]=1.C(=O)([O-])[O-].[NH:22]1[CH2:26][CH2:25][CH2:24][CH2:23]1, predict the reaction product. The product is: [CH2:14]([O:13][C:11]1[CH:12]=[C:7]([N:22]2[CH2:26][CH2:25][CH2:24][CH2:23]2)[N:8]=[CH:9][N:10]=1)[C:15]#[C:16][CH3:17]. (2) Given the reactants [NH2:1][C:2]1[CH:3]=[C:4]([CH2:8][OH:9])[CH:5]=[CH:6][CH:7]=1.[CH3:10][C:11]([O:14][C:15](O[C:15]([O:14][C:11]([CH3:13])([CH3:12])[CH3:10])=[O:16])=[O:16])([CH3:13])[CH3:12].[OH-].[Na+], predict the reaction product. The product is: [OH:9][CH2:8][C:4]1[CH:3]=[C:2]([NH:1][C:15](=[O:16])[O:14][C:11]([CH3:13])([CH3:12])[CH3:10])[CH:7]=[CH:6][CH:5]=1. (3) Given the reactants [CH2:1]([N:8]1[C:16]2[C:11](=[CH:12][C:13]([OH:17])=[CH:14][CH:15]=2)[C:10]([CH:18]2[CH2:23][CH2:22][N:21]([CH3:24])[CH2:20][CH2:19]2)=[CH:9]1)[C:2]1[CH:7]=[CH:6][CH:5]=[CH:4][CH:3]=1.[F:25][C:26]1[CH:31]=[CH:30][CH:29]=[C:28]([F:32])[C:27]=1[S:33]([Cl:36])(=[O:35])=[O:34].N1C(C)=CC=CC=1C, predict the reaction product. The product is: [ClH:36].[CH2:1]([N:8]1[C:16]2[C:11](=[CH:12][C:13]([O:17][S:33]([C:27]3[C:28]([F:32])=[CH:29][CH:30]=[CH:31][C:26]=3[F:25])(=[O:35])=[O:34])=[CH:14][CH:15]=2)[C:10]([CH:18]2[CH2:23][CH2:22][N:21]([CH3:24])[CH2:20][CH2:19]2)=[CH:9]1)[C:2]1[CH:3]=[CH:4][CH:5]=[CH:6][CH:7]=1. (4) Given the reactants [OH:1][C:2]1[CH:3]=[C:4]2[C:27](=[CH:28][C:29]=1[O:30][CH3:31])[C:7]1[N:8](COCC[Si](C)(C)C)[N:9]=[C:10]([C:11]3[CH:12]=[CH:13][C:14]([C:17]#[N:18])=[N:15][CH:16]=3)[C:6]=1[C:5]2([CH3:33])[CH3:32], predict the reaction product. The product is: [OH:1][C:2]1[CH:3]=[C:4]2[C:27](=[CH:28][C:29]=1[O:30][CH3:31])[C:7]1[NH:8][N:9]=[C:10]([C:11]3[CH:12]=[CH:13][C:14]([C:17]#[N:18])=[N:15][CH:16]=3)[C:6]=1[C:5]2([CH3:33])[CH3:32]. (5) Given the reactants [C:1]([O:5][C:6]([N:8]1[CH2:13][CH2:12][CH:11]([C:14]2[CH:19]=[CH:18][C:17]([O:20][CH2:21][CH2:22][CH2:23][O:24][CH2:25][C:26]3[CH:31]=[CH:30][CH:29]=[CH:28][C:27]=3[O:32][CH3:33])=[CH:16][CH:15]=2)[CH:10]([NH:34][CH2:35][C:36]2[CH:45]=[C:44]3[C:39]([CH:40]=[CH:41][CH:42]=[N:43]3)=[CH:38][CH:37]=2)[CH2:9]1)=[O:7])([CH3:4])([CH3:3])[CH3:2].[BH4-].[Na+].[Cl-].[NH4+].CCOC(C)=O, predict the reaction product. The product is: [C:1]([O:5][C:6]([N:8]1[CH2:13][CH2:12][CH:11]([C:14]2[CH:15]=[CH:16][C:17]([O:20][CH2:21][CH2:22][CH2:23][O:24][CH2:25][C:26]3[CH:31]=[CH:30][CH:29]=[CH:28][C:27]=3[O:32][CH3:33])=[CH:18][CH:19]=2)[CH:10]([NH:34][CH2:35][C:36]2[CH:45]=[C:44]3[C:39]([CH2:40][CH2:41][CH2:42][NH:43]3)=[CH:38][CH:37]=2)[CH2:9]1)=[O:7])([CH3:4])([CH3:2])[CH3:3]. (6) Given the reactants [CH:1]1([S:4]([C:7]2[CH:12]=[CH:11][C:10]([CH:13]([NH:30][C:31]3[CH:36]=[CH:35][C:34]([F:37])=[CH:33][C:32]=3[F:38])[C:14]([NH:16][C:17]3[N:22]=[CH:21][C:20]([C:23]([O:25]C(C)(C)C)=[O:24])=[CH:19][CH:18]=3)=[O:15])=[CH:9][CH:8]=2)(=[O:6])=[O:5])[CH2:3][CH2:2]1.C(O)(C(F)(F)F)=O, predict the reaction product. The product is: [CH:1]1([S:4]([C:7]2[CH:8]=[CH:9][C:10]([CH:13]([NH:30][C:31]3[CH:36]=[CH:35][C:34]([F:37])=[CH:33][C:32]=3[F:38])[C:14]([NH:16][C:17]3[N:22]=[CH:21][C:20]([C:23]([OH:25])=[O:24])=[CH:19][CH:18]=3)=[O:15])=[CH:11][CH:12]=2)(=[O:6])=[O:5])[CH2:2][CH2:3]1. (7) The product is: [C:52]([O:44][C:43]1[CH:42]=[CH:41][C:25]([CH2:26][NH:27]/[CH:28]=[C:29]2\[C:30](=[O:40])[NH:31][C:32](=[O:39])[C:33]3[C:38]\2=[CH:37][CH:36]=[CH:35][CH:34]=3)=[CH:24][C:23]=1[O:22][C:17](=[O:21])[CH3:18])(=[O:54])[CH3:53]. Given the reactants BrC1C=C2C(=CC=1)C=NC/C/2=C\NCC1C=C[CH:18]=[C:17]([OH:21])C=1.[OH:22][C:23]1[CH:24]=[C:25]([CH:41]=[CH:42][C:43]=1[OH:44])[CH2:26][NH:27][CH:28]=[C:29]1[C:38]2[C:33](=[CH:34][CH:35]=[CH:36][CH:37]=2)[C:32](=[O:39])[NH:31][C:30]1=[O:40].C(N(CC)CC)C.[C:52](Cl)(=[O:54])[CH3:53], predict the reaction product. (8) Given the reactants [CH3:1][C:2]1[C:7](=[O:8])[N:6]([CH3:9])[C:5]([NH:10][C:11]2[CH:12]=[CH:13][C:14]([I:18])=[CH:15][C:16]=2[F:17])=[C:4]2[C:19]([N:21]([CH:35]3[CH2:37][CH2:36]3)[C:22]([N:24]([C:25]3[CH:26]=[CH:27][CH:28]=[C:29]([NH:31][C:32]([CH3:34])=[O:33])[CH:30]=3)[C:3]=12)=[O:23])=[O:20].[CH3:38][S:39]([CH3:41])=[O:40], predict the reaction product. The product is: [CH3:1][C:2]1[C:7](=[O:8])[N:6]([CH3:9])[C:5]([NH:10][C:11]2[CH:12]=[CH:13][C:14]([I:18])=[CH:15][C:16]=2[F:17])=[C:4]2[C:19]([N:21]([CH:35]3[CH2:36][CH2:37]3)[C:22]([N:24]([C:25]3[CH:26]=[CH:27][CH:28]=[C:29]([NH:31][C:32]([CH3:34])=[O:33])[CH:30]=3)[C:3]=12)=[O:23])=[O:20].[CH3:38][S:39]([CH3:41])=[O:40].